This data is from Hepatocyte clearance measurements from AstraZeneca. The task is: Regression/Classification. Given a drug SMILES string, predict its absorption, distribution, metabolism, or excretion properties. Task type varies by dataset: regression for continuous measurements (e.g., permeability, clearance, half-life) or binary classification for categorical outcomes (e.g., BBB penetration, CYP inhibition). For this dataset (clearance_hepatocyte_az), we predict log10(clearance) (log10 of the in vitro intrinsic clearance, CLint, in uL/min per 10^6 hepatocytes; values are censored to the assay range of 3 to 150, which is 0.477 to 2.18 on this log10 scale). The drug is O=C(O)COc1ccc(Cl)cc1CN1CCN(S(=O)(=O)Cc2ccccc2)CC1. The log10(clearance) is 0.480.